This data is from Reaction yield outcomes from USPTO patents with 853,638 reactions. The task is: Predict the reaction yield, written as a fraction of the theoretical maximum amount of product (1.0 means a 100% yield; for example, 0.34 means a 34% yield). (1) The yield is 0.440. The product is [CH3:49][N:50]1[C:54]([C:55]2[CH:56]=[C:57]([NH:61][C:22]([C:17]3[C:18](=[O:21])[O:19][C:20]4[C:15]([CH:16]=3)=[CH:14][CH:13]=[CH:12][C:11]=4[OH:10])=[O:24])[CH:58]=[CH:59][CH:60]=2)=[CH:53][CH:52]=[N:51]1. The reactants are CCN(C(C)C)C(C)C.[OH:10][C:11]1[CH:12]=[CH:13][CH:14]=[C:15]2[C:20]=1[O:19][C:18](=[O:21])[C:17]([C:22]([OH:24])=O)=[CH:16]2.CN(C(ON1N=NC2C=CC=NC1=2)=[N+](C)C)C.F[P-](F)(F)(F)(F)F.[CH3:49][N:50]1[C:54]([C:55]2[CH:56]=[C:57]([NH2:61])[CH:58]=[CH:59][CH:60]=2)=[CH:53][CH:52]=[N:51]1. The catalyst is CN(C=O)C. (2) The yield is 0.410. The product is [CH3:1][CH:2]([N:10]1[CH:14]=[C:13]([C:15]2[C:16]3[CH:23]=[CH:22][NH:21][C:17]=3[N:18]=[CH:19][N:20]=2)[CH:12]=[N:11]1)[CH2:3][N:4]1[CH2:9][CH2:8][N:7]([S:49]([C:42]2[CH:41]=[C:40]([CH3:39])[O:44][C:43]=2[C:45]([F:48])([F:46])[F:47])(=[O:51])=[O:50])[CH2:6][CH2:5]1. The catalyst is C(Cl)Cl. The reactants are [CH3:1][CH:2]([N:10]1[CH:14]=[C:13]([C:15]2[C:16]3[CH:23]=[CH:22][N:21](COCC[Si](C)(C)C)[C:17]=3[N:18]=[CH:19][N:20]=2)[CH:12]=[N:11]1)[CH2:3][N:4]1[CH2:9][CH2:8][NH:7][CH2:6][CH2:5]1.C(N(CC)CC)C.[CH3:39][C:40]1[O:44][C:43]([C:45]([F:48])([F:47])[F:46])=[C:42]([S:49](Cl)(=[O:51])=[O:50])[CH:41]=1.FC(F)(F)C(O)=O. (3) The reactants are [CH3:1][N:2]([CH2:13][C:14]1[N:18]([CH2:19][CH2:20][CH2:21][CH2:22][NH:23]C(=O)OC(C)(C)C)[C:17]2[CH:31]=[CH:32][CH:33]=[CH:34][C:16]=2[N:15]=1)[CH:3]1[C:12]2[N:11]=[CH:10][CH:9]=[CH:8][C:7]=2[CH2:6][CH2:5][CH2:4]1.N1CC(CN2C3C=CC=CC=3N=C2CN(C)C2C3N=CC=CC=3CCC2)C1. No catalyst specified. The product is [NH2:23][CH2:22][CH2:21][CH2:20][CH2:19][N:18]1[C:17]2[CH:31]=[CH:32][CH:33]=[CH:34][C:16]=2[N:15]=[C:14]1[CH2:13][N:2]([CH3:1])[CH:3]1[C:12]2[N:11]=[CH:10][CH:9]=[CH:8][C:7]=2[CH2:6][CH2:5][CH2:4]1. The yield is 0.810. (4) The reactants are [NH2:1][C@H:2]([C:4]1[CH:12]=[CH:11][C:7]([C:8]([OH:10])=[O:9])=[C:6]([F:13])[CH:5]=1)[CH3:3].[C:14](O[C:14]([O:16][C:17]([CH3:20])([CH3:19])[CH3:18])=[O:15])([O:16][C:17]([CH3:20])([CH3:19])[CH3:18])=[O:15].C(=O)([O-])[O-].[Na+].[Na+]. The catalyst is O.C1COCC1. The product is [C:17]([O:16][C:14]([NH:1][C@H:2]([C:4]1[CH:12]=[CH:11][C:7]([C:8]([OH:10])=[O:9])=[C:6]([F:13])[CH:5]=1)[CH3:3])=[O:15])([CH3:20])([CH3:19])[CH3:18]. The yield is 0.301. (5) The reactants are [C:1]([O:5][C:6]([NH:8][C:9]1[C:10]([CH3:21])=[C:11]([C:17](I)=[CH:18][CH:19]=1)[CH2:12][O:13][C:14](=[O:16])[CH3:15])=[O:7])([CH3:4])([CH3:3])[CH3:2].[CH3:22][O:23][C:24]([C:26]([NH:28][C:29]([O:31][CH2:32][C:33]1[CH:38]=[CH:37][CH:36]=[CH:35][CH:34]=1)=[O:30])=[CH2:27])=[O:25].C(=O)(O)[O-].[Na+]. The catalyst is O.[Cl-].C([N+](CCCC)(CCCC)CCCC)CCC.C1COCC1.C([O-])(=O)C.[Pd+2].C([O-])(=O)C. The product is [CH3:22][O:23][C:24](=[O:25])[C:26]([NH:28][C:29]([O:31][CH2:32][C:33]1[CH:34]=[CH:35][CH:36]=[CH:37][CH:38]=1)=[O:30])=[CH:27][C:17]1[CH:18]=[CH:19][C:9]([NH:8][C:6]([O:5][C:1]([CH3:4])([CH3:3])[CH3:2])=[O:7])=[C:10]([CH3:21])[C:11]=1[CH2:12][O:13][C:14](=[O:16])[CH3:15]. The yield is 0.690.